This data is from Forward reaction prediction with 1.9M reactions from USPTO patents (1976-2016). The task is: Predict the product of the given reaction. (1) Given the reactants [Zn:1].[Br:2]CCBr.C[Si](Cl)(C)C.[Cl:11][C:12]1[CH:19]=[CH:18][CH:17]=[C:16]([F:20])[C:13]=1[CH2:14]Br, predict the reaction product. The product is: [Br-:2].[Cl:11][C:12]1[CH:19]=[CH:18][CH:17]=[C:16]([F:20])[C:13]=1[CH2:14][Zn+:1]. (2) Given the reactants N[CH:2]1[CH2:7][CH2:6][NH:5][CH2:4][CH2:3]1.CC[N:10](C(C)C)C(C)C.[C:17](Cl)(=[O:19])[NH2:18], predict the reaction product. The product is: [C:17]([CH:2]1[CH2:7][CH2:6][N:5]([NH2:10])[CH2:4][CH2:3]1)(=[O:19])[NH2:18]. (3) The product is: [NH2:15][C:12]1[CH:13]=[CH:14][C:9]([O:8][C:6]2[CH:5]=[CH:4][N:3]=[C:2]([NH:1][C:25]([O:27][C:28]3[CH:33]=[CH:32][CH:31]=[CH:30][CH:29]=3)=[O:26])[CH:7]=2)=[CH:10][C:11]=1[Cl:16]. Given the reactants [NH2:1][C:2]1[CH:7]=[C:6]([O:8][C:9]2[CH:14]=[CH:13][C:12]([NH2:15])=[C:11]([Cl:16])[CH:10]=2)[CH:5]=[CH:4][N:3]=1.C(N(CC)CC)C.Cl[C:25]([O:27][C:28]1[CH:33]=[CH:32][CH:31]=[CH:30][CH:29]=1)=[O:26], predict the reaction product. (4) Given the reactants [CH2:1]([O:3][C:4](=[O:14])[CH2:5][C:6]1[CH:11]=[C:10]([OH:12])[CH:9]=[C:8]([F:13])[CH:7]=1)[CH3:2].[Br:15][C:16]1[CH:17]=[CH:18][C:19](F)=[C:20]([CH:23]=1)[CH:21]=[O:22], predict the reaction product. The product is: [CH2:1]([O:3][C:4](=[O:14])[CH2:5][C:6]1[CH:7]=[C:8]([F:13])[CH:9]=[C:10]([O:12][C:19]2[CH:18]=[CH:17][C:16]([Br:15])=[CH:23][C:20]=2[CH:21]=[O:22])[CH:11]=1)[CH3:2]. (5) Given the reactants Br[C:2]1[CH:7]=[CH:6][N:5]=[CH:4][C:3]=1[N:8]([CH3:25])[C:9](=[O:24])[C:10]1[CH:15]=[C:14]([C:16]([F:19])([F:18])[F:17])[CH:13]=[C:12]([C:20]([F:23])([F:22])[F:21])[CH:11]=1.[CH3:26][O:27][C:28]1[CH:33]=[CH:32][C:31](B(O)O)=[C:30]([CH3:37])[CH:29]=1, predict the reaction product. The product is: [CH3:26][O:27][C:28]1[CH:33]=[CH:32][C:31]([C:2]2[CH:7]=[CH:6][N:5]=[CH:4][C:3]=2[N:8]([CH3:25])[C:9](=[O:24])[C:10]2[CH:15]=[C:14]([C:16]([F:19])([F:18])[F:17])[CH:13]=[C:12]([C:20]([F:23])([F:22])[F:21])[CH:11]=2)=[C:30]([CH3:37])[CH:29]=1. (6) Given the reactants O[CH2:2][CH2:3][N:4]1[C:12]2[CH:11]=[C:10]3[NH:13][C:14]([C:16]4[CH:20]=[C:19]([CH3:21])[NH:18][N:17]=4)=[N:15][C:9]3=[CH:8][C:7]=2[C:6]([CH3:23])([CH3:22])[C:5]1=[O:24].C(Br)(Br)(Br)[Br:26].C1(P(C2C=CC=CC=2)C2C=CC=CC=2)C=CC=CC=1.C(N(CC)CC)C, predict the reaction product. The product is: [Br:26][CH2:2][CH2:3][N:4]1[C:12]2[CH:11]=[C:10]3[NH:13][C:14]([C:16]4[CH:20]=[C:19]([CH3:21])[NH:18][N:17]=4)=[N:15][C:9]3=[CH:8][C:7]=2[C:6]([CH3:23])([CH3:22])[C:5]1=[O:24]. (7) Given the reactants Cl[C:2]1[CH:7]=[CH:6][N:5]=[C:4]2[CH:8]=[C:9]([C:11]3[N:12]([CH3:16])[CH:13]=[CH:14][N:15]=3)[S:10][C:3]=12.[CH2:17]([C:19]1[N:20]([CH3:33])[C:21]2[C:26]([C:27]=1[C:28]([NH:30][CH3:31])=[O:29])=[CH:25][CH:24]=[C:23]([OH:32])[CH:22]=2)[CH3:18].C([O-])([O-])=O.[Cs+].[Cs+], predict the reaction product. The product is: [CH3:31][NH:30][C:28]([C:27]1[C:26]2[C:21](=[CH:22][C:23]([O:32][C:2]3[CH:7]=[CH:6][N:5]=[C:4]4[CH:8]=[C:9]([C:11]5[N:12]([CH3:16])[CH:13]=[CH:14][N:15]=5)[S:10][C:3]=34)=[CH:24][CH:25]=2)[N:20]([CH3:33])[C:19]=1[CH2:17][CH3:18])=[O:29]. (8) The product is: [CH3:8][C:9]1[CH:29]=[C:28]([C:30]2[C:34]([CH3:35])=[C:33]([O:37][CH2:38][CH3:39])[N:32]([CH3:40])[N:31]=2)[CH:27]=[CH:26][C:10]=1[O:11][CH2:12][C:13]1[CH:18]=[CH:17][CH:16]=[CH:15][C:14]=1[N:19]1[C:23](=[O:24])[N:22]([CH3:25])[N:21]=[N:20]1. Given the reactants C([SiH](CC)CC)C.[CH3:8][C:9]1[CH:29]=[C:28]([C:30]2[C:34]([CH:35]=O)=[C:33]([O:37][CH2:38][CH3:39])[N:32]([CH3:40])[N:31]=2)[CH:27]=[CH:26][C:10]=1[O:11][CH2:12][C:13]1[CH:18]=[CH:17][CH:16]=[CH:15][C:14]=1[N:19]1[C:23](=[O:24])[N:22]([CH3:25])[N:21]=[N:20]1, predict the reaction product. (9) Given the reactants [CH3:1][N:2]1[C:6]2[C:7]3[CH:8]=[CH:9][CH:10]=[CH:11][C:12]=3[O:13][CH2:14][C:5]=2[C:4]([C:15]([OH:17])=O)=[N:3]1.[C:18](Cl)(=[O:22])[C:19](Cl)=O.[N:24]1[CH:29]=[CH:28][CH:27]=[CH:26][CH:25]=1.Cl[CH2:31]Cl, predict the reaction product. The product is: [O:22]1[CH2:31][CH2:25][N:24]([C:15]([C:4]2[C:5]3[CH2:14][O:13][C:12]4[CH:11]=[CH:10][CH:9]=[CH:8][C:7]=4[C:6]=3[N:2]([CH3:1])[N:3]=2)=[O:17])[C:29]2[CH:28]=[CH:27][CH:26]=[CH:19][C:18]1=2.